Dataset: Reaction yield outcomes from USPTO patents with 853,638 reactions. Task: Predict the reaction yield, written as a fraction of the theoretical maximum amount of product (1.0 means a 100% yield; for example, 0.34 means a 34% yield). (1) The reactants are Cl[C:2]1=[N:3][C:4]2[CH:27]=[CH:26][CH:25]=[CH:24][C:5]=2[O:6][C:7]2[CH:12]=[CH:11][C:10]([C:13]3[CH:23]=[CH:22][C:16]([C:17]([O:19][CH2:20][CH3:21])=[O:18])=[CH:15][CH:14]=3)=[CH:9][C:8]1=2.[NH:28]1[CH2:33][CH2:32][O:31][CH2:30][CH2:29]1. The catalyst is C1(C)C=CC=CC=1.C(OCC)(=O)C. The product is [O:31]1[CH2:32][CH2:33][N:28]([C:2]2=[N:3][C:4]3[CH:27]=[CH:26][CH:25]=[CH:24][C:5]=3[O:6][C:7]3[CH:12]=[CH:11][C:10]([C:13]4[CH:23]=[CH:22][C:16]([C:17]([O:19][CH2:20][CH3:21])=[O:18])=[CH:15][CH:14]=4)=[CH:9][C:8]2=3)[CH2:29][CH2:30]1. The yield is 0.690. (2) The reactants are [CH:1]1([NH2:6])[CH2:5][CH2:4][CH2:3][CH2:2]1.[N+](N1[CH:14]=[C:13]([N+:15]([O-:17])=[O:16])[N:12]=[CH:11]1)([O-])=O. No catalyst specified. The product is [CH:1]1([N:6]2[CH:14]=[C:13]([N+:15]([O-:17])=[O:16])[N:12]=[CH:11]2)[CH2:5][CH2:4][CH2:3][CH2:2]1. The yield is 0.750. (3) The reactants are [CH:1]1([N:6]2[C:14](=[O:15])[NH:13][C:12]3[C:7]2=[N:8][C:9]([C:21]2[CH:26]=[CH:25][CH:24]=[C:23]([OH:27])[CH:22]=2)=[N:10][C:11]=3[C:16]([O:18]CC)=O)[CH2:5][CH2:4][CH2:3][CH2:2]1.[NH2:28]C1C(C(OCC)=O)=NC(C2C=CC=C(O)C=2)=NC=1NC1CCCC1.C(N1C=CN=C1)(N1C=CN=C1)=O. The catalyst is C(Cl)Cl. The product is [CH:1]1([N:6]2[C:14](=[O:15])[NH:13][C:12]3[C:7]2=[N:8][C:9]([C:21]2[CH:26]=[CH:25][CH:24]=[C:23]([OH:27])[CH:22]=2)=[N:10][C:11]=3[C:16]([NH2:28])=[O:18])[CH2:5][CH2:4][CH2:3][CH2:2]1. The yield is 0.600.